From a dataset of Forward reaction prediction with 1.9M reactions from USPTO patents (1976-2016). Predict the product of the given reaction. Given the reactants [NH2:1][CH2:2][CH2:3][NH:4][C:5](=[O:11])[O:6][C:7]([CH3:10])([CH3:9])[CH3:8].[C:12]1([O:18][C:19](Cl)=[O:20])[CH:17]=[CH:16][CH:15]=[CH:14][CH:13]=1, predict the reaction product. The product is: [C:12]1([O:18][C:19](=[O:20])[NH:1][CH2:2][CH2:3][NH:4][C:5]([O:6][C:7]([CH3:8])([CH3:10])[CH3:9])=[O:11])[CH:17]=[CH:16][CH:15]=[CH:14][CH:13]=1.